From a dataset of Full USPTO retrosynthesis dataset with 1.9M reactions from patents (1976-2016). Predict the reactants needed to synthesize the given product. (1) The reactants are: C1N([CH2:7][CH2:8][OH:9])CCN(CCS(O)(=O)=O)C1.CC(C[C@H](NC(C)=O)C(N[C@H](C(N[C@H:32]([C:40]([OH:42])=[O:41])[CH2:33][CH2:34][CH2:35]N=C(N)N)=O)CC(C)C)=O)C.CC[C@@H]([C@@H]1NC(=O)[C@@H](CCCN)N[C:76](=O)[C@@H:75](NC([C@@H](NC([C@H](NC([C@@H](NC([C@H]2N=C([C@@H](N)[C@H](CC)C)SC2)=O)CC(C)C)=O)CCC(O)=O)=O)[C@H](CC)C)=O)[CH2:74][CH2:73][CH2:72][CH2:71]NC(=O)[C@H](CC(N)=O)NC(=O)[C@@H](CC(O)=O)NC(=O)[C@H](CC2NC=NC=2)NC(=O)[C@@H](CC2C=CC=CC=2)NC1=O)C.[CH2:147](N(CC(O)=O)CC(O)=O)CN(CC(O)=O)CC(O)=O.[CH:167]1[CH:172]=C[C:170](CS(F)(=O)=O)=[CH:169][CH:168]=1.C[C@H](NC(C[C@H](O)[C@@H](NC([C@@H](NC([C@@H](NC(CC(C)C)=O)C(C)C)=O)C(C)C)=O)CC(C)C)=O)C(N[C@H]([C@@H](O)CC(O)=O)CC(C)C)=O.C(O)[C@H]1O[C@H](O[C@]2(CO)O[C@H](CO)[C@@H](O)[C@@H]2O)[C@H](O)[C@@H](O)[C@@H]1O. Given the product [CH3:71][CH2:72][CH2:73][CH2:74][CH2:75][CH:76]1[O:9][CH:8]1[CH2:7]/[CH:172]=[CH:167]/[CH2:168][CH2:169][CH2:170][CH2:35][CH2:34][CH2:33][CH2:32][C:40]([O:42][CH3:147])=[O:41], predict the reactants needed to synthesize it. (2) Given the product [Cl:31][C:22]1[C:17]2[S:16][C:15]3[N:27]=[C:11]([C:5]4[CH:6]=[CH:7][C:8]([O:9][CH3:10])=[C:3]([O:2][CH3:1])[CH:4]=4)[CH:12]=[C:13]([CH3:28])[C:14]=3[C:18]=2[N:19]=[C:20]([CH2:24][CH2:25][CH3:26])[N:21]=1, predict the reactants needed to synthesize it. The reactants are: [CH3:1][O:2][C:3]1[CH:4]=[C:5]([C:11]2[CH:12]=[C:13]([CH3:28])[C:14]3[C:18]4[N:19]=[C:20]([CH2:24][CH2:25][CH3:26])[NH:21][C:22](=O)[C:17]=4[S:16][C:15]=3[N:27]=2)[CH:6]=[CH:7][C:8]=1[O:9][CH3:10].O=P(Cl)(Cl)[Cl:31]. (3) The reactants are: [CH:1]1([C:4]2[N:5]=[CH:6][C:7]([C:15]([OH:17])=O)=[N:8][C:9]=2[O:10][CH2:11][CH:12]2[CH2:14][CH2:13]2)[CH2:3][CH2:2]1.Cl.[NH2:19][C@@H:20]([CH2:26][CH:27]1[CH2:29][CH2:28]1)[C:21]([N:23]([CH3:25])[CH3:24])=[O:22]. Given the product [CH:27]1([CH2:26][C@H:20]([NH:19][C:15]([C:7]2[CH:6]=[N:5][C:4]([CH:1]3[CH2:2][CH2:3]3)=[C:9]([O:10][CH2:11][CH:12]3[CH2:13][CH2:14]3)[N:8]=2)=[O:17])[C:21](=[O:22])[N:23]([CH3:24])[CH3:25])[CH2:29][CH2:28]1, predict the reactants needed to synthesize it. (4) Given the product [CH3:15][O:14][C:6]1[CH:7]=[C:8]([N+:11]([O-:13])=[O:12])[CH:9]=[CH:10][C:5]=1[O:4][CH2:3][CH2:2][N:16]1[CH2:21][CH2:20][O:19][CH2:18][CH2:17]1, predict the reactants needed to synthesize it. The reactants are: Cl[CH2:2][CH2:3][O:4][C:5]1[CH:10]=[CH:9][C:8]([N+:11]([O-:13])=[O:12])=[CH:7][C:6]=1[O:14][CH3:15].[NH:16]1[CH2:21][CH2:20][O:19][CH2:18][CH2:17]1.[I-].[Na+].C(=O)([O-])[O-].[K+].[K+]. (5) Given the product [F:19][C:16]1[CH:17]=[C:18]2[C:13]([C:12]([C:20]3[CH:21]=[CH:22][C:23]4[N:27]=[C:26]([CH2:28][CH2:29][NH:30][C:32](=[O:33])[CH3:34])[NH:25][C:24]=4[CH:31]=3)=[CH:11][N:10]2[S:7]([C:1]2[CH:2]=[CH:3][CH:4]=[CH:5][CH:6]=2)(=[O:9])=[O:8])=[CH:14][CH:15]=1, predict the reactants needed to synthesize it. The reactants are: [C:1]1([S:7]([N:10]2[C:18]3[C:13](=[CH:14][CH:15]=[C:16]([F:19])[CH:17]=3)[C:12]([C:20]3[CH:21]=[CH:22][C:23]4[N:27]=[C:26]([CH2:28][CH2:29][NH2:30])[NH:25][C:24]=4[CH:31]=3)=[CH:11]2)(=[O:9])=[O:8])[CH:6]=[CH:5][CH:4]=[CH:3][CH:2]=1.[C:32](Cl)([CH3:34])=[O:33]. (6) Given the product [CH3:1][N:2]([C@H:29]1[C:38]2[C:33](=[CH:34][CH:35]=[CH:36][CH:37]=2)[CH2:32][CH2:31][CH2:30]1)[C:3]([C:5]1[N:6]=[C:7]([CH:10]2[CH2:15][CH2:14][N:13]([C:16](=[O:28])[CH2:17][N:18]3[C:22]([CH3:23])=[CH:21][C:20]([C:24]([F:27])([F:26])[F:25])=[N:19]3)[CH2:12][CH2:11]2)[S:8][CH:9]=1)=[S:48], predict the reactants needed to synthesize it. The reactants are: [CH3:1][N:2]([C@H:29]1[C:38]2[C:33](=[CH:34][CH:35]=[CH:36][CH:37]=2)[CH2:32][CH2:31][CH2:30]1)[C:3]([C:5]1[N:6]=[C:7]([CH:10]2[CH2:15][CH2:14][N:13]([C:16](=[O:28])[CH2:17][N:18]3[C:22]([CH3:23])=[CH:21][C:20]([C:24]([F:27])([F:26])[F:25])=[N:19]3)[CH2:12][CH2:11]2)[S:8][CH:9]=1)=O.COC1C=CC(P2(=S)SP(=S)(C3C=CC(OC)=CC=3)[S:48]2)=CC=1. (7) Given the product [CH2:13]([O:12][C:5]1[CH:6]=[C:7]([O:10][CH3:11])[CH:8]=[CH:9][C:4]=1[C:3]([OH:17])=[O:2])[CH2:14][CH2:15][CH3:16], predict the reactants needed to synthesize it. The reactants are: C[O:2][C:3](=[O:17])[C:4]1[CH:9]=[CH:8][C:7]([O:10][CH3:11])=[CH:6][C:5]=1[O:12][CH2:13][CH2:14][CH2:15][CH3:16].O.[OH-].[Li+].O.Cl.